From a dataset of Aqueous solubility values for 9,982 compounds from the AqSolDB database. Regression/Classification. Given a drug SMILES string, predict its absorption, distribution, metabolism, or excretion properties. Task type varies by dataset: regression for continuous measurements (e.g., permeability, clearance, half-life) or binary classification for categorical outcomes (e.g., BBB penetration, CYP inhibition). For this dataset (solubility_aqsoldb), we predict Y. (1) The Y is -1.18 log mol/L. The molecule is CCOC(=O)C(CCc1ccccc1)NC(C)C(=O)N1CCCC1C(=O)O. (2) The compound is C[c-]1cccc1.[C-]#[O+].[C-]#[O+].[C-]#[O+].[Mn]. The Y is -3.88 log mol/L.